Task: Regression. Given a peptide amino acid sequence and an MHC pseudo amino acid sequence, predict their binding affinity value. This is MHC class I binding data.. Dataset: Peptide-MHC class I binding affinity with 185,985 pairs from IEDB/IMGT The peptide sequence is AYKKQFSQY. The MHC is HLA-A01:01 with pseudo-sequence HLA-A01:01. The binding affinity (normalized) is 0.0847.